Dataset: Reaction yield outcomes from USPTO patents with 853,638 reactions. Task: Predict the reaction yield, written as a fraction of the theoretical maximum amount of product (1.0 means a 100% yield; for example, 0.34 means a 34% yield). (1) The reactants are [CH2:1]([O:8][CH2:9][CH:10]([CH3:29])[CH:11]([OH:28])[CH:12]([CH3:27])[C:13](=[O:26])[C:14]([CH3:25])([CH3:24])[CH:15]([O:20][CH:21]([CH3:23])[CH3:22])[O:16][CH:17]([CH3:19])[CH3:18])[C:2]1[CH:7]=[CH:6][CH:5]=[CH:4][CH:3]=1.N1C=CC=CC=1.Cl[C:37]([O:39][CH2:40][C:41]([Cl:44])([Cl:43])[Cl:42])=[O:38]. The catalyst is C(Cl)Cl. The product is [Cl:42][C:41]([Cl:44])([Cl:43])[CH2:40][O:39][C:37](=[O:38])[O:28][CH:11]([CH:10]([CH3:29])[CH2:9][O:8][CH2:1][C:2]1[CH:3]=[CH:4][CH:5]=[CH:6][CH:7]=1)[CH:12]([CH3:27])[C:13](=[O:26])[C:14]([CH3:24])([CH3:25])[CH:15]([O:20][CH:21]([CH3:22])[CH3:23])[O:16][CH:17]([CH3:19])[CH3:18]. The yield is 0.920. (2) The reactants are [CH3:1][O:2][C:3]1[C:11]2[O:10][C:9]([CH3:13])([CH3:12])[CH2:8][C:7]=2[CH:6]=[C:5]([C:14]([OH:16])=O)[CH:4]=1.CCN=C=NCCCN(C)C.CN1CCOCC1.C1C=CC2N(O)N=NC=2C=1.[CH3:45][N:46]1[CH:50]=[CH:49][C:48]([NH2:51])=[N:47]1. The catalyst is C(Cl)Cl. The product is [CH3:1][O:2][C:3]1[C:11]2[O:10][C:9]([CH3:12])([CH3:13])[CH2:8][C:7]=2[CH:6]=[C:5]([C:14]([NH:51][C:48]2[CH:49]=[CH:50][N:46]([CH3:45])[N:47]=2)=[O:16])[CH:4]=1. The yield is 0.300. (3) The reactants are [Br:1][C:2]1[C:7]([O:8][CH3:9])=[CH:6][C:5]([CH:10]2O[CH:13]=[N:12][CH:11]2S(C2C=CC(C)=CC=2)(=O)=O)=[CH:4][C:3]=1[O:25][CH3:26].[CH3:27][NH2:28].C1COCC1. The catalyst is CO.CCOC(C)=O. The product is [Br:1][C:2]1[C:3]([O:25][CH3:26])=[CH:4][C:5]([C:10]2[N:28]=[CH:27][N:12]([CH3:13])[CH:11]=2)=[CH:6][C:7]=1[O:8][CH3:9]. The yield is 0.210. (4) The reactants are [F:1][C:2]([F:39])([F:38])[C:3]1[CH:4]=[C:5]([C:13]([CH3:37])([CH3:36])[C:14]([N:16]([C:18]2[C:19]([O:28][C:29]3[CH:34]=[CH:33][CH:32]=[CH:31][C:30]=3[CH3:35])=[N:20][C:21](S(C)(=O)=O)=[N:22][CH:23]=2)[CH3:17])=[O:15])[CH:6]=[C:7]([C:9]([F:12])([F:11])[F:10])[CH:8]=1.O1[CH2:45][CH2:44]OCC1. No catalyst specified. The product is [F:1][C:2]([F:39])([F:38])[C:3]1[CH:4]=[C:5]([C:13]([CH3:37])([CH3:36])[C:14]([N:16]([CH3:17])[C:18]2[C:19]([O:28][C:29]3[CH:34]=[CH:33][CH:32]=[CH:31][C:30]=3[CH3:35])=[N:20][C:21]([N:22]3[CH2:45][CH2:44][N:16]([CH3:14])[CH2:18][CH2:23]3)=[N:22][CH:23]=2)=[O:15])[CH:6]=[C:7]([C:9]([F:12])([F:11])[F:10])[CH:8]=1. The yield is 0.480. (5) The catalyst is ClCCl. The yield is 0.869. The product is [CH3:19][O:18][C:5]1[C:4]([N+:1]([O-:3])=[O:2])=[CH:9][CH:8]=[CH:7][C:6]=1[C:10]1[CH:11]=[CH:12][C:13]([N:20]2[CH2:21][CH2:22][N:23]=[CH:26]2)=[CH:14][CH:15]=1. The reactants are [N+:1]([C:4]1[C:5]([O:18][CH3:19])=[C:6]([C:10]2[CH:15]=[CH:14][C:13](C=O)=[CH:12][CH:11]=2)[CH:7]=[CH:8][CH:9]=1)([O-:3])=[O:2].[NH2:20][CH2:21][CH2:22][NH2:23].BrN1C(=O)CC[C:26]1=O. (6) The reactants are [CH2:1]([N:3]([CH2:37][CH3:38])[CH2:4][CH2:5][CH2:6][NH:7][C:8]1[N:9]=[C:10]([C:27]2[C:28]([CH3:36])=[C:29]([CH:33]=[CH:34][CH:35]=2)[C:30](O)=[O:31])[C:11]2[CH:17]=[CH:16][C:15](=[O:18])[N:14]([C:19]3[C:24]([F:25])=[CH:23][CH:22]=[CH:21][C:20]=3[F:26])[C:12]=2[N:13]=1)[CH3:2].CN(C(O[N:47]1N=N[C:49]2[CH:50]=CC=C[C:48]1=2)=[N+](C)C)C.F[P-](F)(F)(F)(F)F.C(N(CC)CC)C.C(N)CC. The catalyst is CN(C=O)C. The product is [CH2:37]([N:3]([CH2:1][CH3:2])[CH2:4][CH2:5][CH2:6][NH:7][C:8]1[N:9]=[C:10]([C:27]2[C:28]([CH3:36])=[C:29]([CH:33]=[CH:34][CH:35]=2)[C:30]([NH:47][CH2:48][CH2:49][CH3:50])=[O:31])[C:11]2[CH:17]=[CH:16][C:15](=[O:18])[N:14]([C:19]3[C:24]([F:25])=[CH:23][CH:22]=[CH:21][C:20]=3[F:26])[C:12]=2[N:13]=1)[CH3:38]. The yield is 0.530. (7) The reactants are [CH3:1][C:2]1[N:3]([S:9]([C:12]2[CH:13]=[N:14][CH:15]=[CH:16][CH:17]=2)(=[O:11])=[O:10])[CH:4]=[CH:5][C:6]=1[CH:7]=[O:8].[Br:18]N1C(=O)CCC1=O.O. The catalyst is CN(C)C=O. The product is [Br:18][C:4]1[N:3]([S:9]([C:12]2[CH:13]=[N:14][CH:15]=[CH:16][CH:17]=2)(=[O:10])=[O:11])[C:2]([CH3:1])=[C:6]([CH:7]=[O:8])[CH:5]=1. The yield is 0.530.